Dataset: Catalyst prediction with 721,799 reactions and 888 catalyst types from USPTO. Task: Predict which catalyst facilitates the given reaction. (1) Reactant: [CH3:1][C:2]1[CH:7]=[CH:6][C:5]([C:8]2[N:12]=[C:11](C(Cl)(Cl)Cl)[O:10][N:9]=2)=[CH:4][CH:3]=1.[NH:17]1[CH2:21][CH2:20][C@H:19]([NH:22][C:23](=[O:29])[O:24][C:25]([CH3:28])([CH3:27])[CH3:26])[CH2:18]1. Product: [CH3:1][C:2]1[CH:7]=[CH:6][C:5]([C:8]2[N:12]=[C:11]([N:17]3[CH2:21][CH2:20][C@H:19]([NH:22][C:23](=[O:29])[O:24][C:25]([CH3:27])([CH3:26])[CH3:28])[CH2:18]3)[O:10][N:9]=2)=[CH:4][CH:3]=1. The catalyst class is: 60. (2) Reactant: [Cl:1][C:2]1[CH:7]=[CH:6][C:5](I)=[CH:4][C:3]=1[C:9]1[C:14](=[O:15])[N:13]([CH3:16])[C:12]2[N:17]([C:20]3[C:25]([F:26])=[CH:24][CH:23]=[CH:22][C:21]=3[F:27])[N:18]=[CH:19][C:11]=2[CH:10]=1.[Cu][C:29]#[N:30]. Product: [Cl:1][C:2]1[CH:7]=[CH:6][C:5]([C:29]#[N:30])=[CH:4][C:3]=1[C:9]1[C:14](=[O:15])[N:13]([CH3:16])[C:12]2[N:17]([C:20]3[C:25]([F:26])=[CH:24][CH:23]=[CH:22][C:21]=3[F:27])[N:18]=[CH:19][C:11]=2[CH:10]=1. The catalyst class is: 3. (3) Reactant: [C:1]1(P([C:1]2[CH:6]=[CH:5]C=[CH:3][CH:2]=2)[C:1]2[CH:6]=[CH:5]C=[CH:3][CH:2]=2)[CH:6]=[CH:5]C=[CH:3][CH:2]=1.[NH:20]=[N+:21]=[N-:22].[CH3:34][CH2:33][O:32][C:30](/N=N/[C:30]([O:32][CH2:33][CH3:34])=[O:31])=[O:31].[C:35]1([CH3:41])[CH:40]=[CH:39][CH:38]=[CH:37][CH:36]=1. Product: [CH2:33]([O:32][C:30](=[O:31])[CH2:41][C@@H:35]1[CH2:40][CH2:39][CH2:38][C@H:37]([N:20]=[N+:21]=[N-:22])[CH2:36]1)[C:34]1[CH:5]=[CH:6][CH:1]=[CH:2][CH:3]=1. The catalyst class is: 25. (4) Product: [CH:14]([O:13][C:5]1[CH:4]=[CH:3][C:2]([NH:1][C:36]([NH:35][C:31]2[CH:32]=[CH:33][CH:34]=[C:29]([O:28][CH3:27])[CH:30]=2)=[O:37])=[CH:7][C:6]=1[CH2:8][CH:9]([CH3:11])[CH3:10])([C:15]1[CH:20]=[CH:19][CH:18]=[CH:17][CH:16]=1)[C:21]1[CH:22]=[CH:23][CH:24]=[CH:25][CH:26]=1. The catalyst class is: 1. Reactant: [NH2:1][C:2]1[CH:3]=[CH:4][C:5]([O:13][CH:14]([C:21]2[CH:26]=[CH:25][CH:24]=[CH:23][CH:22]=2)[C:15]2[CH:20]=[CH:19][CH:18]=[CH:17][CH:16]=2)=[C:6]([C:8](=O)[CH:9]([CH3:11])[CH3:10])[CH:7]=1.[CH3:27][O:28][C:29]1[CH:30]=[C:31]([N:35]=[C:36]=[O:37])[CH:32]=[CH:33][CH:34]=1. (5) Reactant: [Cl:1][CH2:2][CH2:3][O:4][C:5]1[CH:6]=[CH:7][CH:8]=[C:9]2[C:13]=1[NH:12][N:11]=[C:10]2[S:14]([C:17]1[C:26]2[C:21](=[CH:22][CH:23]=[CH:24][CH:25]=2)[CH:20]=[CH:19][CH:18]=1)(=[O:16])=[O:15].[Cl:27][C:28]1[CH:29]=[C:30]([CH:33]=[CH:34][CH:35]=1)[CH2:31]Br.C(=O)([O-])[O-].[Cs+].[Cs+]. Product: [Cl:27][C:28]1[CH:29]=[C:30]([CH:33]=[CH:34][CH:35]=1)[CH2:31][N:12]1[C:13]2[C:9](=[CH:8][CH:7]=[CH:6][C:5]=2[O:4][CH2:3][CH2:2][Cl:1])[C:10]([S:14]([C:17]2[C:26]3[C:21](=[CH:22][CH:23]=[CH:24][CH:25]=3)[CH:20]=[CH:19][CH:18]=2)(=[O:16])=[O:15])=[N:11]1. The catalyst class is: 18. (6) Reactant: [NH2:1][C:2]1[C:17]([C:18]([F:21])([F:20])[F:19])=[CH:16][C:5]([CH2:6][C@@H:7]([CH2:12][C:13]([O-:15])=O)[C:8]([O:10][CH3:11])=[O:9])=[CH:4][C:3]=1[Cl:22].CN(C(ON1N=NC2C=CC=CC1=2)=[N+](C)C)C.[B-](F)(F)(F)F.C1C=CC2N(O)N=NC=2C=1.C(N(C(C)C)C(C)C)C.[NH:64]1[CH2:69][CH2:68][CH:67]([N:70]2[CH2:79][C:78]3[C:73](=[CH:74][CH:75]=[CH:76][CH:77]=3)[NH:72][C:71]2=[O:80])[CH2:66][CH2:65]1. Product: [NH2:1][C:2]1[C:17]([C:18]([F:21])([F:20])[F:19])=[CH:16][C:5]([CH2:6][C@@H:7]([CH2:12][C:13](=[O:15])[N:64]2[CH2:65][CH2:66][CH:67]([N:70]3[CH2:79][C:78]4[C:73](=[CH:74][CH:75]=[CH:76][CH:77]=4)[NH:72][C:71]3=[O:80])[CH2:68][CH2:69]2)[C:8]([O:10][CH3:11])=[O:9])=[CH:4][C:3]=1[Cl:22]. The catalyst class is: 3.